Dataset: Catalyst prediction with 721,799 reactions and 888 catalyst types from USPTO. Task: Predict which catalyst facilitates the given reaction. (1) Reactant: C([O:4][CH2:5][CH2:6][O:7][C:8]1[C:12]([C:13]2[CH:21]=[CH:20][C:16]3[O:17][CH2:18][O:19][C:15]=3[CH:14]=2)=[C:11]([NH2:22])[N:10]([CH3:23])[N:9]=1)(=O)C.[Na].[Cl-].[NH4+]. The catalyst class is: 40. Product: [NH2:22][C:11]1[N:10]([CH3:23])[N:9]=[C:8]([O:7][CH2:6][CH2:5][OH:4])[C:12]=1[C:13]1[CH:21]=[CH:20][C:16]2[O:17][CH2:18][O:19][C:15]=2[CH:14]=1. (2) Reactant: [F:1][C:2]1[CH:3]=[C:4]([N:22]([C:31]2[CH:36]=[CH:35][CH:34]=[CH:33][CH:32]=2)[C:23]([C:25]2([C:28]([NH2:30])=[O:29])[CH2:27][CH2:26]2)=[O:24])[CH:5]=[CH:6][C:7]=1[O:8][C:9]1[C:18]2[C:13](=[CH:14][C:15]([OH:21])=[C:16]([O:19][CH3:20])[CH:17]=2)[N:12]=[CH:11][CH:10]=1.CS(O[CH2:42][CH2:43][CH2:44][N:45]1[CH2:51][CH:50]([OH:52])[C:47]2([CH2:49][CH2:48]2)[CH2:46]1)(=O)=O.C([O-])([O-])=O.[Cs+].[Cs+]. Product: [OH:52][CH:50]1[C:47]2([CH2:49][CH2:48]2)[CH2:46][N:45]([CH2:44][CH2:43][CH2:42][O:21][C:15]2[CH:14]=[C:13]3[C:18]([C:9]([O:8][C:7]4[CH:6]=[CH:5][C:4]([N:22]([C:31]5[CH:36]=[CH:35][CH:34]=[CH:33][CH:32]=5)[C:23]([C:25]5([C:28]([NH2:30])=[O:29])[CH2:27][CH2:26]5)=[O:24])=[CH:3][C:2]=4[F:1])=[CH:10][CH:11]=[N:12]3)=[CH:17][C:16]=2[O:19][CH3:20])[CH2:51]1. The catalyst class is: 44. (3) Reactant: [CH3:1][C@H:2]1[NH:7][CH2:6][CH2:5][N:4]([C:8]([O:10][C:11]([CH3:14])([CH3:13])[CH3:12])=[O:9])[CH2:3]1.[C:15]([NH:19][C:20](=[O:29])[C:21]1[CH:26]=[CH:25][CH:24]=[C:23]([CH2:27]Cl)[CH:22]=1)([CH3:18])([CH3:17])[CH3:16].C(=O)([O-])[O-].[K+].[K+].[I-].[Na+]. Product: [C:15]([NH:19][C:20]([C:21]1[CH:22]=[C:23]([CH:24]=[CH:25][CH:26]=1)[CH2:27][N:7]1[CH2:6][CH2:5][N:4]([C:8]([O:10][C:11]([CH3:13])([CH3:12])[CH3:14])=[O:9])[CH2:3][C@H:2]1[CH3:1])=[O:29])([CH3:18])([CH3:16])[CH3:17]. The catalyst class is: 10.